The task is: Predict the product of the given reaction.. This data is from Forward reaction prediction with 1.9M reactions from USPTO patents (1976-2016). (1) Given the reactants [C:1]([C:3]1[CH:31]=[CH:30][C:6]([CH2:7][C@@:8]2([CH3:29])[N:12]3[C:13]([S:16](Cl)(=[O:18])=[O:17])=[CH:14][N:15]=[C:11]3[N:10]([C:20]3[CH:25]=[C:24]([Cl:26])[CH:23]=[C:22]([Cl:27])[CH:21]=3)[C:9]2=[O:28])=[CH:5][CH:4]=1)#[N:2].CCO[C:35]([CH3:37])=[O:36], predict the reaction product. The product is: [C:1]([C:3]1[CH:31]=[CH:30][C:6]([CH2:7][C@@:8]2([CH3:29])[N:12]3[C:13]([S:16]([NH:12][C@@H:8]([CH3:7])[C:9]([NH:10][CH2:37][CH2:35][OH:36])=[O:28])(=[O:18])=[O:17])=[CH:14][N:15]=[C:11]3[N:10]([C:20]3[CH:25]=[C:24]([Cl:26])[CH:23]=[C:22]([Cl:27])[CH:21]=3)[C:9]2=[O:28])=[CH:5][CH:4]=1)#[N:2]. (2) Given the reactants [CH3:1][O:2][C:3]1[C:12]2[C:7](=[C:8]([CH3:17])[C:9]([O:15][CH3:16])=[C:10]([O:13][CH3:14])[CH:11]=2)[CH:6]=[C:5]([C:18]([OH:20])=[O:19])[CH:4]=1.[Li]N1C(C)(C)CCCC1(C)C.[CH3:32][Si:33](Cl)([CH3:35])[CH3:34].[OH-].[Na+], predict the reaction product. The product is: [CH3:1][O:2][C:3]1[C:12]2[C:7](=[C:8]([CH2:17][Si:33]([CH3:35])([CH3:34])[CH3:32])[C:9]([O:15][CH3:16])=[C:10]([O:13][CH3:14])[CH:11]=2)[CH:6]=[C:5]([C:18]([OH:20])=[O:19])[CH:4]=1. (3) Given the reactants [NH2:1][C:2]1[CH:10]=[CH:9][C:5]([C:6]([OH:8])=[O:7])=[C:4]([O:11][CH3:12])[CH:3]=1.[F:13][C:14]([F:25])([F:24])[C:15]1[CH:20]=[CH:19][C:18]([N:21]=[C:22]=[O:23])=[CH:17][CH:16]=1, predict the reaction product. The product is: [CH3:12][O:11][C:4]1[CH:3]=[C:2]([NH:1][C:22]([NH:21][C:18]2[CH:17]=[CH:16][C:15]([C:14]([F:13])([F:24])[F:25])=[CH:20][CH:19]=2)=[O:23])[CH:10]=[CH:9][C:5]=1[C:6]([OH:8])=[O:7]. (4) Given the reactants [C:1]([C:5]1[CH:10]=[C:9](C(C)(C)C)[CH:8]=[C:7]([C:15]([CH3:18])([CH3:17])[CH3:16])[CH:6]=1)([CH3:4])([CH3:3])[CH3:2].[Cl:19][S:20](O)(=[O:22])=[O:21], predict the reaction product. The product is: [C:1]([C:5]1[CH:10]=[C:9]([S:20]([Cl:19])(=[O:22])=[O:21])[CH:8]=[C:7]([C:15]([CH3:18])([CH3:17])[CH3:16])[CH:6]=1)([CH3:4])([CH3:3])[CH3:2].